This data is from Full USPTO retrosynthesis dataset with 1.9M reactions from patents (1976-2016). The task is: Predict the reactants needed to synthesize the given product. (1) Given the product [Br:6][C:7]1[CH:8]=[N:9][C:10]2[N:11]([N:13]=[C:14]([CH3:16])[C:15]=2[CH:20]=[O:21])[CH:12]=1, predict the reactants needed to synthesize it. The reactants are: O=P(Cl)(Cl)Cl.[Br:6][C:7]1[CH:8]=[N:9][C:10]2[N:11]([N:13]=[C:14]([CH3:16])[CH:15]=2)[CH:12]=1.CN([CH:20]=[O:21])C. (2) Given the product [OH:26][CH2:27][CH2:28][CH2:29][CH2:30][O:31][C:32]1[CH:37]=[CH:36][C:35]([C:38]2[CH:43]=[CH:42][C:41]([C:44]([O:46][CH2:47][CH3:48])=[O:45])=[CH:40][CH:39]=2)=[CH:34][C:33]=1[C:49]1[CH:58]=[CH:57][C:56]2[C:55]([CH3:60])([CH3:59])[CH2:54][CH2:53][C:52]([CH3:61])([CH3:62])[C:51]=2[CH:50]=1, predict the reactants needed to synthesize it. The reactants are: [F-].C([N+](CCCC)(CCCC)CCCC)CCC.[Si]([O:26][CH2:27][CH2:28][CH2:29][CH2:30][O:31][C:32]1[CH:37]=[CH:36][C:35]([C:38]2[CH:43]=[CH:42][C:41]([C:44]([O:46][CH2:47][CH3:48])=[O:45])=[CH:40][CH:39]=2)=[CH:34][C:33]=1[C:49]1[CH:58]=[CH:57][C:56]2[C:55]([CH3:60])([CH3:59])[CH2:54][CH2:53][C:52]([CH3:62])([CH3:61])[C:51]=2[CH:50]=1)(C(C)(C)C)(C)C.O. (3) The reactants are: Cl[CH2:2][C:3]1[O:4][C:5]([C:8]2[CH:13]=[CH:12][C:11]([Cl:14])=[CH:10][CH:9]=2)=[N:6][N:7]=1.[CH2:15]([NH:22][C:23]([C:25]1[S:29][C:28]([N:30]2[CH:35]=[CH:34][C:33]([OH:36])=[CH:32][C:31]2=[O:37])=[N:27][C:26]=1[CH3:38])=[O:24])[C:16]1[CH:21]=[CH:20][CH:19]=[CH:18][CH:17]=1. Given the product [CH2:15]([NH:22][C:23]([C:25]1[S:29][C:28]([N:30]2[CH:35]=[CH:34][C:33]([O:36][CH2:2][C:3]3[O:4][C:5]([C:8]4[CH:13]=[CH:12][C:11]([Cl:14])=[CH:10][CH:9]=4)=[N:6][N:7]=3)=[CH:32][C:31]2=[O:37])=[N:27][C:26]=1[CH3:38])=[O:24])[C:16]1[CH:21]=[CH:20][CH:19]=[CH:18][CH:17]=1, predict the reactants needed to synthesize it. (4) The reactants are: Br[C:2]1[O:6][C:5]([C:7]([O:9][CH3:10])=[O:8])=[CH:4][CH:3]=1.C(=O)([O-])[O-].[K+].[K+].O1CCO[CH2:19][CH2:18]1. Given the product [CH:18]([C:2]1[O:6][C:5]([C:7]([O:9][CH3:10])=[O:8])=[CH:4][CH:3]=1)=[CH2:19], predict the reactants needed to synthesize it.